This data is from NCI-60 drug combinations with 297,098 pairs across 59 cell lines. The task is: Regression. Given two drug SMILES strings and cell line genomic features, predict the synergy score measuring deviation from expected non-interaction effect. (1) Drug 1: C1=C(C(=O)NC(=O)N1)N(CCCl)CCCl. Drug 2: C1=NNC2=C1C(=O)NC=N2. Cell line: MDA-MB-435. Synergy scores: CSS=-4.31, Synergy_ZIP=-0.366, Synergy_Bliss=-4.64, Synergy_Loewe=-8.55, Synergy_HSA=-7.32. (2) Drug 1: C1CCC(CC1)NC(=O)N(CCCl)N=O. Drug 2: CC1=C(C(=O)C2=C(C1=O)N3CC4C(C3(C2COC(=O)N)OC)N4)N. Cell line: CCRF-CEM. Synergy scores: CSS=66.9, Synergy_ZIP=1.84, Synergy_Bliss=3.31, Synergy_Loewe=-3.55, Synergy_HSA=5.11. (3) Drug 1: C1=CC(=C2C(=C1NCCNCCO)C(=O)C3=C(C=CC(=C3C2=O)O)O)NCCNCCO. Drug 2: CC1C(C(CC(O1)OC2CC(CC3=C2C(=C4C(=C3O)C(=O)C5=CC=CC=C5C4=O)O)(C(=O)C)O)N)O. Cell line: SN12C. Synergy scores: CSS=55.2, Synergy_ZIP=-1.22, Synergy_Bliss=-4.23, Synergy_Loewe=-0.775, Synergy_HSA=0.965. (4) Drug 1: CC(C1=C(C=CC(=C1Cl)F)Cl)OC2=C(N=CC(=C2)C3=CN(N=C3)C4CCNCC4)N. Drug 2: C1CN(CCN1C(=O)CCBr)C(=O)CCBr. Cell line: UACC-257. Synergy scores: CSS=2.73, Synergy_ZIP=-0.342, Synergy_Bliss=1.03, Synergy_Loewe=0.259, Synergy_HSA=-0.109. (5) Drug 2: COC1=NC(=NC2=C1N=CN2C3C(C(C(O3)CO)O)O)N. Synergy scores: CSS=23.5, Synergy_ZIP=5.35, Synergy_Bliss=6.99, Synergy_Loewe=-6.83, Synergy_HSA=6.47. Cell line: SF-295. Drug 1: C1=C(C(=O)NC(=O)N1)N(CCCl)CCCl. (6) Drug 1: CCC1(CC2CC(C3=C(CCN(C2)C1)C4=CC=CC=C4N3)(C5=C(C=C6C(=C5)C78CCN9C7C(C=CC9)(C(C(C8N6C=O)(C(=O)OC)O)OC(=O)C)CC)OC)C(=O)OC)O.OS(=O)(=O)O. Drug 2: C#CCC(CC1=CN=C2C(=N1)C(=NC(=N2)N)N)C3=CC=C(C=C3)C(=O)NC(CCC(=O)O)C(=O)O. Cell line: T-47D. Synergy scores: CSS=19.7, Synergy_ZIP=-1.17, Synergy_Bliss=4.56, Synergy_Loewe=-1.75, Synergy_HSA=-1.07. (7) Drug 1: COC1=C(C=C2C(=C1)N=CN=C2NC3=CC(=C(C=C3)F)Cl)OCCCN4CCOCC4. Cell line: T-47D. Drug 2: C1=NC2=C(N1)C(=S)N=CN2. Synergy scores: CSS=22.2, Synergy_ZIP=-3.80, Synergy_Bliss=2.81, Synergy_Loewe=2.96, Synergy_HSA=4.23.